This data is from Forward reaction prediction with 1.9M reactions from USPTO patents (1976-2016). The task is: Predict the product of the given reaction. (1) Given the reactants [CH3:1][N:2]1[CH:6]=[C:5]([C:7]2[CH:8]=[CH:9][C:10]3[N:11]([C:13]([C:16]([C:18]4[CH:19]=[C:20]5[C:25](=[CH:26][CH:27]=4)[N:24]=[CH:23][CH:22]=[CH:21]5)=[CH2:17])=[CH:14][N:15]=3)[N:12]=2)[CH:4]=[N:3]1, predict the reaction product. The product is: [CH3:1][N:2]1[CH:6]=[C:5]([C:7]2[CH:8]=[CH:9][C:10]3[N:11]([C:13]([CH:16]([C:18]4[CH:19]=[C:20]5[C:25](=[CH:26][CH:27]=4)[N:24]=[CH:23][CH:22]=[CH:21]5)[CH3:17])=[CH:14][N:15]=3)[N:12]=2)[CH:4]=[N:3]1. (2) Given the reactants [S:1]1[C:5]2[CH:6]=[CH:7][CH:8]=[CH:9][C:4]=2[CH:3]=[C:2]1[CH2:10]O.CS(OS(C)(=O)=O)(=O)=O.CCN(C(C)C)C(C)C.[F:30][C:31]1[CH:36]=[CH:35][CH:34]=[CH:33][C:32]=1[N:37]1[CH2:42][CH2:41][NH:40][CH2:39][CH2:38]1, predict the reaction product. The product is: [S:1]1[C:5]2[CH:6]=[CH:7][CH:8]=[CH:9][C:4]=2[CH:3]=[C:2]1[CH2:10][N:40]1[CH2:39][CH2:38][N:37]([C:32]2[CH:33]=[CH:34][CH:35]=[CH:36][C:31]=2[F:30])[CH2:42][CH2:41]1.